Dataset: Merck oncology drug combination screen with 23,052 pairs across 39 cell lines. Task: Regression. Given two drug SMILES strings and cell line genomic features, predict the synergy score measuring deviation from expected non-interaction effect. Drug 1: COC12C(COC(N)=O)C3=C(C(=O)C(C)=C(N)C3=O)N1CC1NC12. Drug 2: COC1=C2CC(C)CC(OC)C(O)C(C)C=C(C)C(OC(N)=O)C(OC)C=CC=C(C)C(=O)NC(=CC1=O)C2=O. Cell line: HT29. Synergy scores: synergy=5.42.